This data is from Reaction yield outcomes from USPTO patents with 853,638 reactions. The task is: Predict the reaction yield, written as a fraction of the theoretical maximum amount of product (1.0 means a 100% yield; for example, 0.34 means a 34% yield). (1) The reactants are N12CCN(CC1)CC2.Cl[C:10]1[C:19]2[C:14](=[N:15][CH:16]=[CH:17][CH:18]=2)[NH:13][C:12](=[O:20])[C:11]=1[C:21]#[N:22].[N:23]1([C:29]([C:31]2[S:32][CH:33]=[CH:34][CH:35]=2)=[O:30])[CH2:28][CH2:27][NH:26][CH2:25][CH2:24]1. The catalyst is CC(N(C)C)=O. The product is [O:20]=[C:12]1[C:11]([C:21]#[N:22])=[C:10]([N:26]2[CH2:27][CH2:28][N:23]([C:29]([C:31]3[S:32][CH:33]=[CH:34][CH:35]=3)=[O:30])[CH2:24][CH2:25]2)[C:19]2[C:14](=[N:15][CH:16]=[CH:17][CH:18]=2)[NH:13]1. The yield is 0.510. (2) The reactants are O.O.O.[F:4][C:5]([F:13])([F:12])[C:6]([C:8]([F:11])([F:10])[F:9])=[O:7].C1CCN2C(=NCCC2)CC1. The catalyst is CCOCC. The product is [OH2:7].[F:4][C:5]([F:13])([F:12])[C:6]([C:8]([F:11])([F:10])[F:9])=[O:7]. The yield is 0.890.